The task is: Predict the reaction yield, written as a fraction of the theoretical maximum amount of product (1.0 means a 100% yield; for example, 0.34 means a 34% yield).. This data is from Reaction yield outcomes from USPTO patents with 853,638 reactions. (1) The yield is 1.00. The catalyst is CCO. The product is [N:1]1[CH:6]=[CH:5][CH:4]=[C:3]([O:7][C:8]2[CH:17]=[CH:16][C:11]([C:12]([NH:18][NH2:19])=[O:13])=[CH:10][CH:9]=2)[CH:2]=1. The reactants are [N:1]1[CH:6]=[CH:5][CH:4]=[C:3]([O:7][C:8]2[CH:17]=[CH:16][C:11]([C:12](OC)=[O:13])=[CH:10][CH:9]=2)[CH:2]=1.[NH2:18][NH2:19]. (2) The reactants are [CH2:1]([O:8][C:9]1[C:14](=[O:15])[CH:13]=[C:12]([CH3:16])O[C:10]=1[C:17]([NH:19][CH:20]1[CH2:23][CH2:22][CH2:21]1)=[O:18])[C:2]1[CH:7]=[CH:6][CH:5]=[CH:4][CH:3]=1.[CH3:24][NH2:25]. The catalyst is CO. The product is [CH2:1]([O:8][C:9]1[C:14](=[O:15])[CH:13]=[C:12]([CH3:16])[N:25]([CH3:24])[C:10]=1[C:17]([NH:19][CH:20]1[CH2:23][CH2:22][CH2:21]1)=[O:18])[C:2]1[CH:7]=[CH:6][CH:5]=[CH:4][CH:3]=1. The yield is 0.622. (3) The reactants are [CH3:1][O:2][C:3]1[CH:8]=[CH:7][CH:6]=[CH:5][C:4]=1[N:9]1[CH2:14][CH2:13][N:12]([CH2:15][C@H:16]([NH:24][CH3:25])[CH2:17][C:18]2[CH:23]=[CH:22][CH:21]=[CH:20][N:19]=2)[CH2:11][CH2:10]1.C(=O)([O-])[O-].[K+].[K+].[CH3:32][C:33]1([C:39](Cl)=[O:40])[CH2:38][CH2:37][CH2:36][CH2:35][CH2:34]1. The catalyst is ClCCl.O. The product is [CH3:1][O:2][C:3]1[CH:8]=[CH:7][CH:6]=[CH:5][C:4]=1[N:9]1[CH2:14][CH2:13][N:12]([CH2:15][C@H:16]([N:24]([CH3:25])[C:39]([C:33]2([CH3:32])[CH2:38][CH2:37][CH2:36][CH2:35][CH2:34]2)=[O:40])[CH2:17][C:18]2[CH:23]=[CH:22][CH:21]=[CH:20][N:19]=2)[CH2:11][CH2:10]1. The yield is 0.560. (4) The reactants are [C:1]([O:5][C:6]([N:8]1[C:12]([C:13]2[CH:18]=[CH:17][C:16]([N:19]=[N+:20]=[N-:21])=[CH:15][CH:14]=2)=[CH:11][N:10]=[C:9]1[NH:22][C:23]([O:25][C:26]([CH3:29])([CH3:28])[CH3:27])=[O:24])=[O:7])([CH3:4])([CH3:3])[CH3:2].[C:30]([C:32]1[CH:37]=[C:36](F)[CH:35]=[C:34](F)[CH:33]=1)#[CH:31].O=[C:41]1O[C@H:46]([C@H:48](CO)O)[C:44]([O-])=[C:42]1O.[Na+]. The catalyst is O.CCO.C(Cl)Cl. The product is [C:1]([O:5][C:6]([N:8]1[C:12]([C:13]2[CH:14]=[CH:15][C:16]([N:19]3[CH:31]=[C:30]([C:32]4[CH:37]=[CH:36][C:35]([CH2:41][CH2:42][CH2:44][CH2:46][CH3:48])=[CH:34][CH:33]=4)[N:21]=[N:20]3)=[CH:17][CH:18]=2)=[CH:11][N:10]=[C:9]1[NH:22][C:23]([O:25][C:26]([CH3:29])([CH3:28])[CH3:27])=[O:24])=[O:7])([CH3:4])([CH3:3])[CH3:2]. The yield is 0.440. (5) The reactants are [CH3:13][C:12]([O:11][C:9](O[C:9]([O:11][C:12]([CH3:15])([CH3:14])[CH3:13])=[O:10])=[O:10])([CH3:15])[CH3:14].[Br:16][C:17]1[CH:27]=[N:26][C:20]2[NH:21][CH2:22][C:23](=[O:25])[NH:24][C:19]=2[CH:18]=1.C(N(CC)CC)C. The catalyst is CC#N. The product is [C:12]([O:11][C:9]([N:21]1[CH2:22][C:23](=[O:25])[NH:24][C:19]2[CH:18]=[C:17]([Br:16])[CH:27]=[N:26][C:20]1=2)=[O:10])([CH3:13])([CH3:14])[CH3:15]. The yield is 0.160.